Binary Classification. Given a miRNA mature sequence and a target amino acid sequence, predict their likelihood of interaction. From a dataset of Experimentally validated miRNA-target interactions with 360,000+ pairs, plus equal number of negative samples. The protein sequence of the target gene is MMMARKQDVRIPTYNISVVGLSGTEKEKGQCGIGKSCLCNRFVRPSADEFHLDHTSVLSTSDFGGRVVNNDHFLYWGEVSRSLEDCVECKMHIVEQTEFIDDQTFQPHRSTALQPYIKRAAATKLASAEKLMYFCTDQLGLEQDFEQKQMPDGKLLVDGFLLGIDVSRGMNRNFDDQLKFVSNLYNQLAKTKKPIVVVLTKCDEGVERYIRDAHTFALSKKNLQVVETSARSNVNVDLAFSTLVQLIDKSRGKTKIIPYFEALKQQSQQIATAKDKYEWLVSRIVKNHNENWLSVSRKMQ.... The miRNA is hsa-miR-6808-5p with sequence CAGGCAGGGAGGUGGGACCAUG. Result: 1 (interaction).